From a dataset of NCI-60 drug combinations with 297,098 pairs across 59 cell lines. Regression. Given two drug SMILES strings and cell line genomic features, predict the synergy score measuring deviation from expected non-interaction effect. Drug 1: CN1CCC(CC1)COC2=C(C=C3C(=C2)N=CN=C3NC4=C(C=C(C=C4)Br)F)OC. Drug 2: C1C(C(OC1N2C=NC3=C(N=C(N=C32)Cl)N)CO)O. Cell line: TK-10. Synergy scores: CSS=11.2, Synergy_ZIP=-8.50, Synergy_Bliss=-1.44, Synergy_Loewe=-6.52, Synergy_HSA=-2.68.